This data is from Peptide-MHC class I binding affinity with 185,985 pairs from IEDB/IMGT. The task is: Regression. Given a peptide amino acid sequence and an MHC pseudo amino acid sequence, predict their binding affinity value. This is MHC class I binding data. (1) The peptide sequence is RPPMVTSGL. The MHC is HLA-B46:01 with pseudo-sequence HLA-B46:01. The binding affinity (normalized) is 0.0847. (2) The peptide sequence is AVTAALHRK. The MHC is HLA-B46:01 with pseudo-sequence HLA-B46:01. The binding affinity (normalized) is 0.0847. (3) The peptide sequence is SLIIPNVTL. The binding affinity (normalized) is 0.213. The MHC is HLA-A23:01 with pseudo-sequence HLA-A23:01. (4) The peptide sequence is VYMDAVFEY. The MHC is HLA-B46:01 with pseudo-sequence HLA-B46:01. The binding affinity (normalized) is 0.0847. (5) The peptide sequence is SLVKESMASL. The MHC is HLA-A02:03 with pseudo-sequence HLA-A02:03. The binding affinity (normalized) is 0.810. (6) The peptide sequence is VTRPLRTMV. The MHC is HLA-B46:01 with pseudo-sequence HLA-B46:01. The binding affinity (normalized) is 0.0847.